Dataset: Full USPTO retrosynthesis dataset with 1.9M reactions from patents (1976-2016). Task: Predict the reactants needed to synthesize the given product. (1) Given the product [C:15]1([P:8]([C:2]2[CH:3]=[CH:4][CH:5]=[CH:6][CH:7]=2)[C:9]2[CH:14]=[CH:13][CH:12]=[CH:11][CH:10]=2)[CH:16]=[CH:17][CH:18]=[CH:19][CH:20]=1, predict the reactants needed to synthesize it. The reactants are: Br.[C:2]1([P:8]([C:15]2[CH:20]=[CH:19][CH:18]=[CH:17][CH:16]=2)[C:9]2[CH:14]=[CH:13][CH:12]=[CH:11][CH:10]=2)[CH:7]=[CH:6][CH:5]=[CH:4][CH:3]=1. (2) Given the product [Cl:40][C:37]1[CH:38]=[CH:39][C:34]([CH:30]([C:27]2[CH:26]=[CH:25][C:24]([C:18]3[CH:19]=[N:20][NH:21][CH:22]=3)=[CH:29][CH:28]=2)[C:31]([NH:41][CH3:42])=[O:33])=[CH:35][CH:36]=1, predict the reactants needed to synthesize it. The reactants are: ClC1C=CC(C(C2C=CC([C:18]3[CH:19]=[N:20][NH:21][CH:22]=3)=CC=2)CCN)=CC=1.Cl[C:24]1[CH:29]=[CH:28][C:27]([CH:30]([C:34]2[CH:39]=[CH:38][C:37]([Cl:40])=[CH:36][CH:35]=2)[C:31]([OH:33])=O)=[CH:26][CH:25]=1.[NH3:41].[CH3:42]N. (3) Given the product [CH:18]1([C:16]([NH:15][C:13]2[N:14]=[C:9]3[CH:8]=[CH:7][C:6]([O:5][C:4]4[CH:3]=[C:2]([NH:1][C:31]([C:26]5[CH:27]=[CH:28][CH:29]=[CH:30][N:25]=5)=[O:32])[CH:23]=[CH:22][CH:21]=4)=[N:11][N:10]3[CH:12]=2)=[O:17])[CH2:20][CH2:19]1, predict the reactants needed to synthesize it. The reactants are: [NH2:1][C:2]1[CH:3]=[C:4]([CH:21]=[CH:22][CH:23]=1)[O:5][C:6]1[CH:7]=[CH:8][C:9]2[N:10]([CH:12]=[C:13]([NH:15][C:16]([CH:18]3[CH2:20][CH2:19]3)=[O:17])[N:14]=2)[N:11]=1.Cl.[N:25]1[CH:30]=[CH:29][CH:28]=[CH:27][C:26]=1[C:31](Cl)=[O:32].C(=O)([O-])O.[Na+]. (4) Given the product [NH2:16][N+:4]1[CH:5]=[CH:6][C:7]([NH:8][C:9]([O:10][C:11]([CH3:12])([CH3:14])[CH3:13])=[O:15])=[C:2]([F:1])[CH:3]=1.[N+:16]([C:19]1[CH:24]=[C:23]([N+:25]([O-:27])=[O:26])[CH:22]=[CH:21][C:20]=1[O-:28])([O-:18])=[O:17], predict the reactants needed to synthesize it. The reactants are: [F:1][C:2]1[CH:3]=[N:4][CH:5]=[CH:6][C:7]=1[NH:8][C:9](=[O:15])[O:10][C:11]([CH3:14])([CH3:13])[CH3:12].[N+:16]([C:19]1[CH:24]=[C:23]([N+:25]([O-:27])=[O:26])[CH:22]=[CH:21][C:20]=1[O:28]N)([O-:18])=[O:17]. (5) The reactants are: [CH2:1]([C:3]1([C:13]2[C:21]3[C:16](=[C:17](N)[CH:18]=[CH:19][CH:20]=3)[NH:15][CH:14]=2)[C:11]2[C:6](=[CH:7][C:8]([F:12])=[CH:9][CH:10]=2)[CH2:5][CH2:4]1)[CH3:2].[CH3:23][N:24]([CH3:29])[S:25](Cl)(=[O:27])=[O:26]. Given the product [CH3:23][N:24]([CH3:29])[S:25]([C:17]1[CH:18]=[CH:19][CH:20]=[C:21]2[C:16]=1[NH:15][CH:14]=[C:13]2[C:3]1([CH2:1][CH3:2])[C:11]2[C:6](=[CH:7][C:8]([F:12])=[CH:9][CH:10]=2)[CH2:5][CH2:4]1)(=[O:27])=[O:26], predict the reactants needed to synthesize it. (6) Given the product [CH3:1][N:2]([CH3:37])[CH2:3][CH2:4][NH:5][C:6]([C:8]1[C:21]2[C:12](=[N:13][C:14]3[C:19]([N:20]=2)=[C:18]2[CH:22]=[CH:23][CH:24]=[C:25]([O:26][CH2:27][CH2:28][OH:29])[C:17]2=[CH:16][CH:15]=3)[CH:11]=[CH:10][CH:9]=1)=[O:7], predict the reactants needed to synthesize it. The reactants are: [CH3:1][N:2]([CH3:37])[CH2:3][CH2:4][NH:5][C:6]([C:8]1[C:21]2[C:12](=[N:13][C:14]3[C:19]([N:20]=2)=[C:18]2[CH:22]=[CH:23][CH:24]=[C:25]([O:26][CH2:27][CH2:28][O:29][Si](C(C)(C)C)(C)C)[C:17]2=[CH:16][CH:15]=3)[CH:11]=[CH:10][CH:9]=1)=[O:7].[F-].C([N+](CCCC)(CCCC)CCCC)CCC. (7) Given the product [CH3:3][N:4]([CH3:5])[C:25]1[CH:22]=[CH:9][C:8]([C:2]2[C:10]3[C:5](=[CH:6][CH:7]=[CH:8][CH:9]=3)[NH:4][C:3]=2[C:11]([O:13][CH2:14][CH3:15])=[O:12])=[CH:7][CH:6]=1, predict the reactants needed to synthesize it. The reactants are: I[C:2]1[C:10]2[C:5](=[CH:6][CH:7]=[CH:8][CH:9]=2)[NH:4][C:3]=1[C:11]([O:13][CH2:14][CH3:15])=[O:12].C([O-])([O-])=O.[Na+].[Na+].[CH2:22]([CH2:25]OC)OC. (8) Given the product [N+:2]([C:5]1[CH:12]=[C:9]2[C:8](=[CH:7][CH:6]=1)[N:13]=[C:14]([C:15]1[CH:23]=[CH:22][C:21]3[O:20][CH2:19][O:18][C:17]=3[CH:16]=1)[N:11]=[CH:10]2)([O-:4])=[O:3], predict the reactants needed to synthesize it. The reactants are: Cl.[N+:2]([C:5]1[CH:6]=[CH:7][C:8]([NH2:13])=[C:9]([CH:12]=1)[CH2:10][NH2:11])([O-:4])=[O:3].[C:14](Cl)(=O)[C:15]1[CH:23]=[CH:22][C:21]2[O:20][CH2:19][O:18][C:17]=2[CH:16]=1.C1(Cl)C(=O)C(Cl)=C(Cl)C(=O)C=1Cl.